From a dataset of Forward reaction prediction with 1.9M reactions from USPTO patents (1976-2016). Predict the product of the given reaction. (1) Given the reactants [CH3:1][O:2][C:3]1[CH:4]=[C:5]([CH:11]([NH:13][C:14]2[CH:15]=[C:16]([N:23]3[CH2:28][CH2:27][N:26](C(OC(C)(C)C)=O)[CH2:25][CH2:24]3)[CH:17]=[CH:18][C:19]=2[N+:20]([O-:22])=[O:21])[CH3:12])[CH:6]=[C:7]([O:9][CH3:10])[CH:8]=1.[ClH:36], predict the reaction product. The product is: [ClH:36].[CH3:10][O:9][C:7]1[CH:6]=[C:5]([CH:11]([NH:13][C:14]2[CH:15]=[C:16]([N:23]3[CH2:28][CH2:27][NH:26][CH2:25][CH2:24]3)[CH:17]=[CH:18][C:19]=2[N+:20]([O-:22])=[O:21])[CH3:12])[CH:4]=[C:3]([O:2][CH3:1])[CH:8]=1. (2) Given the reactants [C:1]([C:4]1[CH:9]=[N:8][N:7]2[CH:10]=[C:11]([C:13]([O:15][CH2:16][CH3:17])=[O:14])[CH:12]=[C:6]2[C:5]=1Cl)(=[O:3])[NH2:2].CC[N:21]([CH:25]([CH3:27])[CH3:26])C(C)C.O.CN1C(=O)C[CH2:32][CH2:31]1, predict the reaction product. The product is: [C:1]([C:4]1[CH:9]=[N:8][N:7]2[CH:10]=[C:11]([C:13]([O:15][CH2:16][CH3:17])=[O:14])[CH:12]=[C:6]2[C:5]=1[NH:21][C@@H:25]([CH:26]1[CH2:32][CH2:31]1)[CH3:27])(=[O:3])[NH2:2].